The task is: Predict which catalyst facilitates the given reaction.. This data is from Catalyst prediction with 721,799 reactions and 888 catalyst types from USPTO. (1) Reactant: [Cl:1][C:2]1[CH:8]=[C:7]([Cl:9])[C:5]([NH2:6])=[CH:4][C:3]=1[C:10]1[C:14]([Br:15])=[C:13]([O:16][CH:17]([F:19])[F:18])[N:12]([CH3:20])[N:11]=1.[Br:21]Br.CO.O. Product: [Br:21][C:4]1[C:3]([C:10]2[C:14]([Br:15])=[C:13]([O:16][CH:17]([F:18])[F:19])[N:12]([CH3:20])[N:11]=2)=[C:2]([Cl:1])[CH:8]=[C:7]([Cl:9])[C:5]=1[NH2:6]. The catalyst class is: 4. (2) Reactant: CC1(C)[N:6]2[C:7](=[O:10])[CH2:8][CH2:9][C@H:5]2[CH2:4][O:3]1.[Li+].CC([N-]C(C)C)C.[O:20]1[CH2:25][CH2:24][C:23](=O)[CH2:22][CH2:21]1. Product: [OH:3][CH2:4][C@H:5]1[NH:6][C:7](=[O:10])[C@@H:8]([CH:23]2[CH2:24][CH2:25][O:20][CH2:21][CH2:22]2)[CH2:9]1. The catalyst class is: 1.